Dataset: Catalyst prediction with 721,799 reactions and 888 catalyst types from USPTO. Task: Predict which catalyst facilitates the given reaction. (1) Reactant: Cl.[NH2:2][CH2:3][CH:4]([OH:9])[C:5]([O:7][CH3:8])=[O:6].C(N(CC)CC)C.[N+:17]([C:20]1[CH:25]=[CH:24][CH:23]=[CH:22][C:21]=1[S:26](Cl)(=[O:28])=[O:27])([O-:19])=[O:18].O. Product: [OH:9][CH:4]([CH2:3][NH:2][S:26]([C:21]1[CH:22]=[CH:23][CH:24]=[CH:25][C:20]=1[N+:17]([O-:19])=[O:18])(=[O:27])=[O:28])[C:5]([O:7][CH3:8])=[O:6]. The catalyst class is: 9. (2) Reactant: C[O:2][C:3]([C:5]1[N:10]=[C:9]2[N:11]([C@@H:16]3[C:24]4[C:19](=[CH:20][C:21]([Br:25])=[CH:22][CH:23]=4)[CH2:18][CH2:17]3)[C:12]([CH2:14][CH3:15])=[N:13][C:8]2=[C:7]([CH3:26])[CH:6]=1)=O.[H-].[H-].[H-].[H-].[Li+].[Al+3]. Product: [Br:25][C:21]1[CH:20]=[C:19]2[C:24](=[CH:23][CH:22]=1)[C@@H:16]([N:11]1[C:9]3=[N:10][C:5]([CH2:3][OH:2])=[CH:6][C:7]([CH3:26])=[C:8]3[N:13]=[C:12]1[CH2:14][CH3:15])[CH2:17][CH2:18]2. The catalyst class is: 1. (3) The catalyst class is: 3. Product: [CH3:24][O:23][C:3]1[CH:4]=[C:5]2[C:10](=[CH:11][C:2]=1[O:1][CH2:36][CH:37]1[CH2:42][CH2:41][N:40]([C:43]([O:45][C:46]([CH3:47])([CH3:49])[CH3:48])=[O:44])[CH2:39][CH2:38]1)[N:9]=[CH:8][N:7]=[C:6]2[O:12][C:13]1[CH:14]=[C:15]2[C:19](=[CH:20][CH:21]=1)[NH:18][C:17]([CH3:22])=[CH:16]2. Reactant: [OH:1][C:2]1[CH:11]=[C:10]2[C:5]([C:6]([O:12][C:13]3[CH:14]=[C:15]4[C:19](=[CH:20][CH:21]=3)[NH:18][C:17]([CH3:22])=[CH:16]4)=[N:7][CH:8]=[N:9]2)=[CH:4][C:3]=1[O:23][CH3:24].CC1C=CC(S(O[CH2:36][CH:37]2[CH2:42][CH2:41][N:40]([C:43]([O:45][C:46]([CH3:49])([CH3:48])[CH3:47])=[O:44])[CH2:39][CH2:38]2)(=O)=O)=CC=1.C(=O)([O-])[O-].[K+].[K+].O. (4) Reactant: [OH:1][C:2]1[CH:3]=[C:4]([CH:9]=[CH:10][C:11]=1[N+:12]([O-:14])=[O:13])[C:5]([O:7][CH3:8])=[O:6].C(=O)([O-])[O-].[K+].[K+].Br[CH2:22][CH:23]=[CH2:24]. Product: [CH2:24]([O:1][C:2]1[CH:3]=[C:4]([CH:9]=[CH:10][C:11]=1[N+:12]([O-:14])=[O:13])[C:5]([O:7][CH3:8])=[O:6])[CH:23]=[CH2:22]. The catalyst class is: 10. (5) Reactant: Cl[Si](C)(C)[CH3:3].[CH3:6][CH:7](O)[CH2:8][CH2:9][CH:10]([N+:12]([O-:14])=[O:13])C.[I-:16].[Na+]. Product: [I:16][CH:10]([N+:12]([O-:14])=[O:13])[CH2:9][CH2:8][CH:7]([CH3:6])[CH3:3]. The catalyst class is: 10.